From a dataset of Reaction yield outcomes from USPTO patents with 853,638 reactions. Predict the reaction yield, written as a fraction of the theoretical maximum amount of product (1.0 means a 100% yield; for example, 0.34 means a 34% yield). (1) The reactants are [OH:1][C:2]1[CH:11]=[CH:10][C:5]([C:6]([NH:8][NH2:9])=[O:7])=[CH:4][CH:3]=1.[C:12](O[C:12]([O:14][C:15]([CH3:18])([CH3:17])[CH3:16])=[O:13])([O:14][C:15]([CH3:18])([CH3:17])[CH3:16])=[O:13].CCOCC. The catalyst is C1COCC1. The product is [OH:1][C:2]1[CH:11]=[CH:10][C:5]([C:6]([NH:8][NH:9][C:12]([O:14][C:15]([CH3:18])([CH3:17])[CH3:16])=[O:13])=[O:7])=[CH:4][CH:3]=1. The yield is 0.640. (2) The product is [F:12][C:13]1[CH:14]=[C:15]([CH:16]=[CH:17][C:18]=1[N+:19]([O-:21])=[O:20])[O:22][C:2]1[CH:7]=[CH:6][N:5]=[C:4]([C:8]([O:10][CH3:11])=[O:9])[CH:3]=1. The yield is 0.275. The catalyst is CN(C)C=O.CO.C(OCC)(=O)C. The reactants are Cl[C:2]1[CH:7]=[CH:6][N:5]=[C:4]([C:8]([O:10][CH3:11])=[O:9])[CH:3]=1.[F:12][C:13]1[CH:14]=[C:15]([OH:22])[CH:16]=[CH:17][C:18]=1[N+:19]([O-:21])=[O:20].ClC1C=CC=CC=1.CCCCCC.